Dataset: NCI-60 drug combinations with 297,098 pairs across 59 cell lines. Task: Regression. Given two drug SMILES strings and cell line genomic features, predict the synergy score measuring deviation from expected non-interaction effect. (1) Drug 1: C1=C(C(=O)NC(=O)N1)F. Drug 2: C1C(C(OC1N2C=NC3=C2NC=NCC3O)CO)O. Cell line: KM12. Synergy scores: CSS=11.8, Synergy_ZIP=-17.8, Synergy_Bliss=-29.6, Synergy_Loewe=-32.5, Synergy_HSA=-27.7. (2) Drug 1: C1=NC2=C(N=C(N=C2N1C3C(C(C(O3)CO)O)O)F)N. Drug 2: CC1CCC2CC(C(=CC=CC=CC(CC(C(=O)C(C(C(=CC(C(=O)CC(OC(=O)C3CCCCN3C(=O)C(=O)C1(O2)O)C(C)CC4CCC(C(C4)OC)O)C)C)O)OC)C)C)C)OC. Cell line: CCRF-CEM. Synergy scores: CSS=28.1, Synergy_ZIP=1.30, Synergy_Bliss=1.97, Synergy_Loewe=-1.50, Synergy_HSA=-0.916. (3) Drug 1: CC1C(C(CC(O1)OC2CC(CC3=C2C(=C4C(=C3O)C(=O)C5=C(C4=O)C(=CC=C5)OC)O)(C(=O)CO)O)N)O.Cl. Drug 2: CC1CCCC2(C(O2)CC(NC(=O)CC(C(C(=O)C(C1O)C)(C)C)O)C(=CC3=CSC(=N3)C)C)C. Cell line: OVCAR-8. Synergy scores: CSS=48.1, Synergy_ZIP=1.33, Synergy_Bliss=-0.169, Synergy_Loewe=-25.1, Synergy_HSA=0.283. (4) Drug 2: C#CCC(CC1=CN=C2C(=N1)C(=NC(=N2)N)N)C3=CC=C(C=C3)C(=O)NC(CCC(=O)O)C(=O)O. Cell line: SK-MEL-2. Drug 1: CC1=CC2C(CCC3(C2CCC3(C(=O)C)OC(=O)C)C)C4(C1=CC(=O)CC4)C. Synergy scores: CSS=3.57, Synergy_ZIP=0.783, Synergy_Bliss=0.416, Synergy_Loewe=-3.47, Synergy_HSA=-2.04. (5) Drug 1: CC1CCCC2(C(O2)CC(NC(=O)CC(C(C(=O)C(C1O)C)(C)C)O)C(=CC3=CSC(=N3)C)C)C. Drug 2: CC12CCC3C(C1CCC2OP(=O)(O)O)CCC4=C3C=CC(=C4)OC(=O)N(CCCl)CCCl.[Na+]. Cell line: RXF 393. Synergy scores: CSS=44.9, Synergy_ZIP=-4.21, Synergy_Bliss=-7.88, Synergy_Loewe=-18.2, Synergy_HSA=-2.02. (6) Drug 2: C1CCC(C(C1)N)N.C(=O)(C(=O)[O-])[O-].[Pt+4]. Cell line: COLO 205. Drug 1: CS(=O)(=O)C1=CC(=C(C=C1)C(=O)NC2=CC(=C(C=C2)Cl)C3=CC=CC=N3)Cl. Synergy scores: CSS=27.2, Synergy_ZIP=-0.0258, Synergy_Bliss=10.7, Synergy_Loewe=-52.1, Synergy_HSA=5.22.